Dataset: Reaction yield outcomes from USPTO patents with 853,638 reactions. Task: Predict the reaction yield, written as a fraction of the theoretical maximum amount of product (1.0 means a 100% yield; for example, 0.34 means a 34% yield). (1) The yield is 0.500. The reactants are [CH:1]([N:4]1[C:8]([C:9]2[S:10][C:11]3[CH2:12][CH2:13][O:14][C:15]4[CH:22]=[C:21]([CH:23]5[CH2:28][CH2:27][NH:26][CH2:25][CH2:24]5)[CH:20]=[CH:19][C:16]=4[C:17]=3[N:18]=2)=[N:7][CH:6]=[N:5]1)([CH3:3])[CH3:2].C(N(CC)CC)C.[CH3:36][S:37](Cl)(=[O:39])=[O:38].O. The catalyst is C(Cl)Cl. The product is [CH:1]([N:4]1[C:8]([C:9]2[S:10][C:11]3[CH2:12][CH2:13][O:14][C:15]4[CH:22]=[C:21]([CH:23]5[CH2:28][CH2:27][N:26]([S:37]([CH3:36])(=[O:39])=[O:38])[CH2:25][CH2:24]5)[CH:20]=[CH:19][C:16]=4[C:17]=3[N:18]=2)=[N:7][CH:6]=[N:5]1)([CH3:3])[CH3:2]. (2) The reactants are C[O:2][C:3]([C:5]1([C:8]2[CH:9]=[C:10]3[C:15](=[CH:16][CH:17]=2)[O:14][CH2:13][CH2:12][CH2:11]3)[CH2:7][CH2:6]1)=[O:4].O[Li].[OH2:20].[CH3:21][OH:22]. The catalyst is O. The product is [OH:20][C:11]1([O:22][CH3:21])[C:10]2[C:15](=[CH:16][CH:17]=[C:8]([C:5]3([C:3]([OH:2])=[O:4])[CH2:7][CH2:6]3)[CH:9]=2)[O:14][CH2:13][CH2:12]1. The yield is 0.760. (3) The reactants are C[O:2][C:3](=[O:34])[CH2:4][C:5]1[CH:10]=[C:9]([O:11][CH3:12])[C:8]([O:13][CH3:14])=[CH:7][C:6]=1[S:15]([N:18]1[CH2:23][CH2:22][N:21]([C:24]2[CH:29]=[CH:28][C:27]([C:30]([F:33])([F:32])[F:31])=[CH:26][N:25]=2)[CH2:20][CH2:19]1)(=[O:17])=[O:16].O1CCCC1.[OH-].[Li+].Cl. The catalyst is CO.O. The product is [CH3:14][O:13][C:8]1[C:9]([O:11][CH3:12])=[CH:10][C:5]([CH2:4][C:3]([OH:34])=[O:2])=[C:6]([S:15]([N:18]2[CH2:23][CH2:22][N:21]([C:24]3[CH:29]=[CH:28][C:27]([C:30]([F:31])([F:33])[F:32])=[CH:26][N:25]=3)[CH2:20][CH2:19]2)(=[O:16])=[O:17])[CH:7]=1. The yield is 1.00. (4) The reactants are [CH3:1][O:2][CH:3]([O:7][CH3:8])[C:4]([CH3:6])=O.[CH2:9]([SH:16])[C:10]1[CH:15]=[CH:14][CH:13]=[CH:12][CH:11]=1.[N+:17]([CH3:20])([O-:19])=[O:18].C(N)CN. The catalyst is C(#N)C. The product is [CH3:1][O:2][CH:3]([O:7][CH3:8])[C:4]([S:16][CH2:9][C:10]1[CH:15]=[CH:14][CH:13]=[CH:12][CH:11]=1)([CH3:6])[CH2:20][N+:17]([O-:19])=[O:18]. The yield is 0.480. (5) The reactants are Br[C:2]1[CH:7]=[CH:6][C:5]([F:8])=[CH:4][N:3]=1.C([Mg]Cl)(C)C.[Cl:14][CH2:15][C:16](N(OC)C)=[O:17]. The catalyst is C1(C)C=CC=CC=1. The product is [Cl:14][CH2:15][C:16]([C:2]1[CH:7]=[CH:6][C:5]([F:8])=[CH:4][N:3]=1)=[O:17]. The yield is 0.980. (6) The reactants are [C:1]([O:4][C:5]1[CH:13]=[CH:12][C:11]([Cl:14])=[CH:10][C:6]=1[C:7]([OH:9])=O)(=[O:3])[CH3:2].[NH2:15][C:16]1[CH:17]=[C:18]([N:22]2[C:26]([C:27]([F:30])([F:29])[F:28])=[CH:25][C:24]([C:31]([F:34])([F:33])[F:32])=[N:23]2)[CH:19]=[CH:20][CH:21]=1. No catalyst specified. The product is [C:1]([O:4][C:5]1[CH:13]=[CH:12][C:11]([Cl:14])=[CH:10][C:6]=1[C:7]([NH:15][C:16]1[CH:21]=[CH:20][CH:19]=[C:18]([N:22]2[C:26]([C:27]([F:28])([F:29])[F:30])=[CH:25][C:24]([C:31]([F:34])([F:33])[F:32])=[N:23]2)[CH:17]=1)=[O:9])(=[O:3])[CH3:2]. The yield is 0.844. (7) The reactants are [Cl:1][C:2]1[N:10]=[CH:9][C:8]([F:11])=[CH:7][C:3]=1[C:4]([NH2:6])=O.ClCCl.C(N(CC)CC)C.FC(F)(F)C(OC(=O)C(F)(F)F)=O. The catalyst is O. The product is [Cl:1][C:2]1[N:10]=[CH:9][C:8]([F:11])=[CH:7][C:3]=1[C:4]#[N:6]. The yield is 0.920. (8) The reactants are [Al+3].[Cl-].[Cl-].[Cl-].[CH3:5][O:6][C:7]1[CH:50]=[CH:49][C:10]([CH2:11][N:12]([C:31]2[CH:32]=[N:33][C:34]3[C:39]([CH:40]=2)=[CH:38][CH:37]=[C:36]([O:41]CC2C=CC=CC=2)[CH:35]=3)[C:13](=[O:30])[C:14]2[CH:19]=[CH:18][C:17]([O:20][CH3:21])=[C:16]([C:22]3[CH:27]=[CH:26][CH:25]=[C:24]([O:28][CH3:29])[CH:23]=3)[CH:15]=2)=[CH:9][CH:8]=1. The catalyst is C1(OC)C=CC=CC=1.CO. The product is [CH3:5][O:6][C:7]1[CH:8]=[CH:9][C:10]([CH2:11][N:12]([C:31]2[CH:32]=[N:33][C:34]3[C:39]([CH:40]=2)=[CH:38][CH:37]=[C:36]([OH:41])[CH:35]=3)[C:13](=[O:30])[C:14]2[CH:19]=[CH:18][C:17]([O:20][CH3:21])=[C:16]([C:22]3[CH:27]=[CH:26][CH:25]=[C:24]([O:28][CH3:29])[CH:23]=3)[CH:15]=2)=[CH:49][CH:50]=1. The yield is 1.00. (9) The reactants are [F:1][C:2]1[CH:7]=[CH:6][C:5]([F:8])=[CH:4][C:3]=1[C@H:9]1[CH2:13][CH2:12][CH2:11][N:10]1[C:14]1[CH:19]=[CH:18][N:17]2[N:20]=[CH:21][C:22](/[CH:23]=[CH:24]/[C:25](O)=[O:26])=[C:16]2[N:15]=1.CN(C(ON1N=NC2C=CC=NC1=2)=[N+](C)C)C.F[P-](F)(F)(F)(F)F.CCN(C(C)C)C(C)C.[N:61]1([C:68]([O:70][C:71]([CH3:74])([CH3:73])[CH3:72])=[O:69])[CH2:67][CH2:66][CH2:65][NH:64][CH2:63][CH2:62]1. The catalyst is CN(C=O)C.CCOC(C)=O. The product is [F:1][C:2]1[CH:7]=[CH:6][C:5]([F:8])=[CH:4][C:3]=1[C@H:9]1[CH2:13][CH2:12][CH2:11][N:10]1[C:14]1[CH:19]=[CH:18][N:17]2[N:20]=[CH:21][C:22](/[CH:23]=[CH:24]/[C:25]([N:64]3[CH2:65][CH2:66][CH2:67][N:61]([C:68]([O:70][C:71]([CH3:74])([CH3:73])[CH3:72])=[O:69])[CH2:62][CH2:63]3)=[O:26])=[C:16]2[N:15]=1. The yield is 0.920. (10) The reactants are [CH:1]([C:3]1[CH:8]=[CH:7][C:6]([CH2:9][C:10]([CH3:19])([CH3:18])[C:11]([O:13][C:14]([CH3:17])([CH3:16])[CH3:15])=[O:12])=[CH:5][CH:4]=1)=O.[CH2:20]([NH2:26])[C:21]1[O:25][CH:24]=[CH:23][CH:22]=1.C(O[BH-](OC(=O)C)OC(=O)C)(=O)C.[Na+].C([O-])(O)=O.[Na+]. The catalyst is ClC(Cl)C.C(OCC)(=O)C. The product is [O:25]1[CH:24]=[CH:23][CH:22]=[C:21]1[CH2:20][NH:26][CH2:1][C:3]1[CH:8]=[CH:7][C:6]([CH2:9][C:10]([CH3:19])([CH3:18])[C:11]([O:13][C:14]([CH3:17])([CH3:16])[CH3:15])=[O:12])=[CH:5][CH:4]=1. The yield is 0.550.